Task: Predict which catalyst facilitates the given reaction.. Dataset: Catalyst prediction with 721,799 reactions and 888 catalyst types from USPTO (1) Reactant: [CH2:1]([O:8][C:9]1[CH:18]=[C:17]2[C:12]([C:13](=O)[NH:14][CH:15]=[N:16]2)=[CH:11][C:10]=1[O:20][CH3:21])[C:2]1[CH:7]=[CH:6][CH:5]=[CH:4][CH:3]=1.[ClH:22].C(N(CC)CC)C.C1(OC)C=CC=CC=1.C(N(CC)C(C)C)(C)C. Product: [CH2:1]([O:8][C:9]1[CH:18]=[C:17]2[C:12]([C:13]([Cl:22])=[N:14][CH:15]=[N:16]2)=[CH:11][C:10]=1[O:20][CH3:21])[C:2]1[CH:7]=[CH:6][CH:5]=[CH:4][CH:3]=1. The catalyst class is: 60. (2) Reactant: [N:1]1[CH:6]=[CH:5][CH:4]=[CH:3][C:2]=1[C:7]1[CH:12]=[CH:11][C:10]([CH2:13][C:14]([O:16]C)=[O:15])=[CH:9][CH:8]=1.O1CCCC1.[OH-].[K+]. Product: [N:1]1[CH:6]=[CH:5][CH:4]=[CH:3][C:2]=1[C:7]1[CH:12]=[CH:11][C:10]([CH2:13][C:14]([OH:16])=[O:15])=[CH:9][CH:8]=1. The catalyst class is: 6.